Dataset: Forward reaction prediction with 1.9M reactions from USPTO patents (1976-2016). Task: Predict the product of the given reaction. (1) The product is: [Cl:1][C:2]1[C:3]([NH:12][C:13]2[C:18]([Cl:19])=[CH:17][N:16]=[C:15]([NH:21][C:22]3[CH:37]=[CH:36][C:25]4[N:26]([CH2:34][CH3:35])[C:27](=[O:33])[CH2:28][CH2:29][C:30]([CH3:31])([CH3:32])[C:24]=4[CH:23]=3)[N:14]=2)=[C:4]([CH:9]=[CH:10][CH:11]=1)[C:5]([NH:7][CH3:8])=[O:6]. Given the reactants [Cl:1][C:2]1[C:3]([NH:12][C:13]2[C:18]([Cl:19])=[CH:17][N:16]=[C:15](Cl)[N:14]=2)=[C:4]([CH:9]=[CH:10][CH:11]=1)[C:5]([NH:7][CH3:8])=[O:6].[NH2:21][C:22]1[CH:37]=[CH:36][C:25]2[N:26]([CH2:34][CH3:35])[C:27](=[O:33])[CH2:28][CH2:29][C:30]([CH3:32])([CH3:31])[C:24]=2[CH:23]=1.CC1(C)[C@]2(CS(O)(=O)=O)C(C[C@H]1CC2)=O, predict the reaction product. (2) Given the reactants Cl.C[O:3][C:4](=[O:28])[C:5]1[CH:10]=[C:9]([CH2:11][CH2:12][CH2:13][NH:14][C@@H:15]([C:17]2[C:26]3[C:21](=[CH:22][CH:23]=[CH:24][CH:25]=3)[CH:20]=[CH:19][CH:18]=2)[CH3:16])[CH:8]=[CH:7][C:6]=1[OH:27].[Li+].[OH-], predict the reaction product. The product is: [OH:27][C:6]1[CH:7]=[CH:8][C:9]([CH2:11][CH2:12][CH2:13][NH:14][C@@H:15]([C:17]2[C:26]3[C:21](=[CH:22][CH:23]=[CH:24][CH:25]=3)[CH:20]=[CH:19][CH:18]=2)[CH3:16])=[CH:10][C:5]=1[C:4]([OH:28])=[O:3]. (3) Given the reactants [Cl:1][C:2]1[C:3]([O:12][C:13]2[CH:18]=[C:17]([O:19][CH:20]([CH3:22])[CH3:21])[CH:16]=[CH:15][C:14]=2[CH2:23][CH2:24][C:25](O)=[O:26])=[N:4][CH:5]=[C:6]([C:8]([F:11])([F:10])[F:9])[CH:7]=1.C(OC(Cl)=O)C(C)C.[BH4-].[Na+].Cl, predict the reaction product. The product is: [Cl:1][C:2]1[C:3]([O:12][C:13]2[CH:18]=[C:17]([O:19][CH:20]([CH3:21])[CH3:22])[CH:16]=[CH:15][C:14]=2[CH2:23][CH2:24][CH2:25][OH:26])=[N:4][CH:5]=[C:6]([C:8]([F:11])([F:10])[F:9])[CH:7]=1. (4) Given the reactants [NH2:1][C:2]1[C:17]2[CH2:16][CH:15]=[CH:14][CH2:13][CH2:12][C:11]3[CH:18]=[C:19]([CH3:24])[N:20]=[C:21]([O:22][CH3:23])[C:10]=3[CH2:9][NH:8][C:7](=[O:25])[C:6]=2[CH:5]=[CH:4][CH:3]=1.[CH3:26][N:27]([CH3:35])[N:28]1[CH2:33][CH2:32][C:31](=O)[CH2:30][CH2:29]1.[CH3:36][C:37](O)=O.[BH-](OC(C)=O)(OC(C)=O)OC(C)=O.[Na+].C(=O)C.C([O-])(O)=O.[Na+], predict the reaction product. The product is: [CH3:26][N:27]([CH3:35])[N:28]1[CH2:33][CH2:32][CH:31]([N:1]([CH2:36][CH3:37])[C:2]2[C:17]3[CH2:16][CH:15]=[CH:14][CH2:13][CH2:12][C:11]4[CH:18]=[C:19]([CH3:24])[N:20]=[C:21]([O:22][CH3:23])[C:10]=4[CH2:9][NH:8][C:7](=[O:25])[C:6]=3[CH:5]=[CH:4][CH:3]=2)[CH2:30][CH2:29]1. (5) Given the reactants O[C:2]1[CH:11]=[C:10]2[C:5]([CH:6]=[CH:7][C:8](=[O:12])[O:9]2)=[CH:4][CH:3]=1.CCOC(/N=N/C(OCC)=O)=O.C1(P(C2C=CC=CC=2)C2C=CC=CC=2)C=CC=CC=1.CO, predict the reaction product. The product is: [O:9]1[C:10]2[C:5](=[CH:4][CH:3]=[CH:2][CH:11]=2)[CH:6]=[CH:7][C:8]1=[O:12]. (6) Given the reactants [C:1]([CH2:3]P(=O)(OCC)OCC)#[N:2].CC([O-])(C)C.[K+].O=[C:19]1[CH2:23][CH2:22][N:21]([C:24]([O:26][C:27]([CH3:30])([CH3:29])[CH3:28])=[O:25])[CH2:20]1, predict the reaction product. The product is: [C:1]([CH:3]=[C:19]1[CH2:23][CH2:22][N:21]([C:24]([O:26][C:27]([CH3:30])([CH3:29])[CH3:28])=[O:25])[CH2:20]1)#[N:2]. (7) Given the reactants [NH2:1][C:2]1[CH:7]=[C:6]([C:8]([F:11])([F:10])[F:9])[CH:5]=[CH:4][C:3]=1[OH:12].[Br:13][C:14]1[CH:19]=[CH:18][C:17]([N:20]=[C:21]=S)=[CH:16][CH:15]=1, predict the reaction product. The product is: [Br:13][C:14]1[CH:19]=[CH:18][C:17]([NH:20][C:21]2[O:12][C:3]3[CH:4]=[CH:5][C:6]([C:8]([F:9])([F:10])[F:11])=[CH:7][C:2]=3[N:1]=2)=[CH:16][CH:15]=1.